This data is from Catalyst prediction with 721,799 reactions and 888 catalyst types from USPTO. The task is: Predict which catalyst facilitates the given reaction. Reactant: C(OC([N:8]1[CH2:13][CH2:12][C@H:11]([NH:14][CH2:15][C:16]2[CH:17]=[CH:18][C:19]3[S:24][CH2:23][C:22](=[O:25])[NH:21][C:20]=3[CH:26]=2)[C@H:10]([C:27]([F:30])([F:29])[F:28])[CH2:9]1)=O)(C)(C)C.C(O)(C(F)(F)F)=O. Product: [F:30][C:27]([F:28])([F:29])[C@H:10]1[C@@H:11]([NH:14][CH2:15][C:16]2[CH:17]=[CH:18][C:19]3[S:24][CH2:23][C:22](=[O:25])[NH:21][C:20]=3[CH:26]=2)[CH2:12][CH2:13][NH:8][CH2:9]1. The catalyst class is: 2.